From a dataset of Catalyst prediction with 721,799 reactions and 888 catalyst types from USPTO. Predict which catalyst facilitates the given reaction. Reactant: [CH3:1][N:2]1[CH2:6][CH2:5][CH2:4][C:3]1=O.C[N:9](C1C=CC=CC=1)[S:10]([CH2:13][C:14]1[CH:15]=[CH:16][C:17]2[CH:33]=[CH:32][C:21]3=[N:22][CH:23]=[C:24]([C:26]4[CH:27]=[N:28][N:29]([CH3:31])[CH:30]=4)[CH:25]=[C:20]3[C:19](=[O:34])[C:18]=2[CH:35]=1)(=[O:12])=[O:11].N1C=CC=C(N)C=1. Product: [CH3:31][N:29]1[CH:30]=[C:26]([C:24]2[CH:25]=[C:20]3[C:19](=[O:34])[C:18]4[CH:35]=[C:14]([CH2:13][S:10]([NH:9][C:3]5[CH:1]=[N:2][CH:6]=[CH:5][CH:4]=5)(=[O:12])=[O:11])[CH:15]=[CH:16][C:17]=4[CH:33]=[CH:32][C:21]3=[N:22][CH:23]=2)[CH:27]=[N:28]1. The catalyst class is: 58.